Predict which catalyst facilitates the given reaction. From a dataset of Catalyst prediction with 721,799 reactions and 888 catalyst types from USPTO. (1) Reactant: [Cl:1][C:2]1[N:7]=[CH:6][C:5]([C:8]([N:10]([CH:14]([CH3:16])[CH3:15])[CH:11]([CH3:13])[CH3:12])=[O:9])=[C:4]([CH:17]=[O:18])[CH:3]=1.[BH4-].[Na+]. Product: [Cl:1][C:2]1[N:7]=[CH:6][C:5]([C:8]([N:10]([CH:14]([CH3:16])[CH3:15])[CH:11]([CH3:13])[CH3:12])=[O:9])=[C:4]([CH2:17][OH:18])[CH:3]=1. The catalyst class is: 8. (2) Reactant: [Cl:1][C:2]1[CH:7]=[CH:6][C:5]([S:8]([NH:11][C:12]2[CH:17]=[CH:16][C:15]([C:18]#[N:19])=[CH:14][CH:13]=2)(=[O:10])=[O:9])=[CH:4][CH:3]=1.[N+:20]([O-])([OH:22])=[O:21].O. Product: [Cl:1][C:2]1[CH:7]=[CH:6][C:5]([S:8]([NH:11][C:12]2[CH:17]=[CH:16][C:15]([C:18]#[N:19])=[CH:14][C:13]=2[N+:20]([O-:22])=[O:21])(=[O:10])=[O:9])=[CH:4][CH:3]=1. The catalyst class is: 152. (3) Reactant: [CH2:1]1[C:10]2[C:5](=[CH:6][CH:7]=[CH:8][CH:9]=2)[CH2:4][CH2:3][C:2]1=O.[CH3:12]OC(OC)N(C)C.[NH:20]([C:22]1[CH:23]=[C:24]([CH:28]=[CH:29][CH:30]=1)[C:25]([OH:27])=[O:26])[NH2:21]. Product: [CH:12]1[C:1]2[C:10]3[CH:9]=[CH:8][CH:7]=[CH:6][C:5]=3[CH2:4][CH2:3][C:2]=2[N:20]([C:22]2[CH:23]=[C:24]([CH:28]=[CH:29][CH:30]=2)[C:25]([OH:27])=[O:26])[N:21]=1. The catalyst class is: 6. (4) Reactant: [C:1]([O:5][C:6]([N:8]1[C:13]2[CH:14]=[C:15]([Cl:26])[C:16]([NH:18][C:19]([O:21][C:22]([CH3:25])([CH3:24])[CH3:23])=[O:20])=[CH:17][C:12]=2[O:11][CH:10]([C:27]([N:29]2[CH2:34][CH2:33][C:32]([C:43]#[N:44])([CH2:35][C:36]3[CH:41]=[CH:40][C:39]([F:42])=[CH:38][CH:37]=3)[CH2:31][CH2:30]2)=[O:28])[CH2:9]1)=[O:7])([CH3:4])([CH3:3])[CH3:2].[H-].[Na+].[CH3:47]I. Product: [C:1]([O:5][C:6]([N:8]1[C:13]2[CH:14]=[C:15]([Cl:26])[C:16]([N:18]([C:19]([O:21][C:22]([CH3:24])([CH3:25])[CH3:23])=[O:20])[CH3:47])=[CH:17][C:12]=2[O:11][CH:10]([C:27]([N:29]2[CH2:34][CH2:33][C:32]([C:43]#[N:44])([CH2:35][C:36]3[CH:41]=[CH:40][C:39]([F:42])=[CH:38][CH:37]=3)[CH2:31][CH2:30]2)=[O:28])[CH2:9]1)=[O:7])([CH3:2])([CH3:3])[CH3:4]. The catalyst class is: 3.